This data is from Catalyst prediction with 721,799 reactions and 888 catalyst types from USPTO. The task is: Predict which catalyst facilitates the given reaction. (1) Product: [CH3:20][C:10]1[C:9]2[N:8]=[C:6]([C:5]3[CH:21]=[CH:22][C:2]([CH3:1])=[CH:3][CH:4]=3)[C:15]3[CH:16]=[CH:17][CH:18]=[CH:19][C:14]=3[C:13]=2[NH:12][N:11]=1. The catalyst class is: 6. Reactant: [CH3:1][C:2]1[CH:22]=[CH:21][C:5]([C:6]([NH:8][C:9]2[C:10]([CH3:20])=[N:11][NH:12][C:13]=2[C:14]2[CH:19]=[CH:18][CH:17]=[CH:16][CH:15]=2)=O)=[CH:4][CH:3]=1. (2) Reactant: [NH2:1][C@@H:2]([CH2:6][CH2:7][S:8][CH3:9])[C:3]([OH:5])=[O:4].[OH-].[Na+].Cl[C:13]([O:15][CH3:16])=[O:14]. Product: [CH3:16][O:15][C:13]([NH:1][C@@H:2]([CH2:6][CH2:7][S:8][CH3:9])[C:3]([OH:5])=[O:4])=[O:14]. The catalyst class is: 225. (3) Reactant: C([N:8]1[CH2:12][C@@H:11]2[CH2:13][N:14]([C:16]([O:18][C:19]([CH3:22])([CH3:21])[CH3:20])=[O:17])[CH2:15][C@@H:10]2[CH2:9]1)C1C=CC=CC=1. Product: [CH2:13]1[C@@H:11]2[CH2:12][NH:8][CH2:9][C@@H:10]2[CH2:15][N:14]1[C:16]([O:18][C:19]([CH3:22])([CH3:21])[CH3:20])=[O:17]. The catalyst class is: 105. (4) Reactant: C[O:2][C:3](=[O:31])[CH2:4][CH:5]1[CH2:9][CH:8]([C:10]2[CH:15]=[CH:14][C:13]([C:16]([F:19])([F:18])[F:17])=[CH:12][CH:11]=2)[N:7]([CH2:20][C:21]2[CH:26]=[CH:25][C:24]([C:27]([F:30])([F:29])[F:28])=[CH:23][CH:22]=2)[CH2:6]1.[OH-].[Na+]. Product: [F:29][C:27]([F:28])([F:30])[C:24]1[CH:25]=[CH:26][C:21]([CH2:20][N:7]2[C@@H:8]([C:10]3[CH:11]=[CH:12][C:13]([C:16]([F:18])([F:19])[F:17])=[CH:14][CH:15]=3)[CH2:9][C@@H:5]([CH2:4][C:3]([OH:31])=[O:2])[CH2:6]2)=[CH:22][CH:23]=1. The catalyst class is: 5. (5) Reactant: [CH3:1][O:2][C:3]([CH:5]=[CH:6][C:7]1[CH:15]=[CH:14][C:10]([C:11]([OH:13])=[O:12])=[CH:9][CH:8]=1)=[O:4].[H][H]. Product: [CH3:1][O:2][C:3]([CH2:5][CH2:6][C:7]1[CH:15]=[CH:14][C:10]([C:11]([OH:13])=[O:12])=[CH:9][CH:8]=1)=[O:4]. The catalyst class is: 505.